From a dataset of Full USPTO retrosynthesis dataset with 1.9M reactions from patents (1976-2016). Predict the reactants needed to synthesize the given product. (1) Given the product [CH:28]1([C@H:31]([NH:34][C:10]2[C:9]([N+:22]([O-:24])=[O:23])=[C:8]([C:6]3[CH:7]=[C:2]([F:1])[C:3]([O:26][CH3:27])=[CH:4][C:5]=3[CH3:25])[CH:13]=[CH:12][N:11]=2)[CH2:32][CH3:33])[CH2:30][CH2:29]1, predict the reactants needed to synthesize it. The reactants are: [F:1][C:2]1[C:3]([O:26][CH3:27])=[CH:4][C:5]([CH3:25])=[C:6]([C:8]2[CH:13]=[CH:12][N:11]=[C:10](OS(C(F)(F)F)(=O)=O)[C:9]=2[N+:22]([O-:24])=[O:23])[CH:7]=1.[CH:28]1([C@H:31]([NH2:34])[CH2:32][CH3:33])[CH2:30][CH2:29]1. (2) The reactants are: [CH2:1]([C:5](CCCC)([C:14]([OH:16])=[O:15])[CH2:6][CH2:7][CH2:8][CH2:9][CH2:10][C:11]([OH:13])=[O:12])[CH2:2][CH2:3][CH3:4].[OH-].[Na+]. Given the product [CH2:1]([CH:5]([C:14]([OH:16])=[O:15])[CH2:6][CH2:7][CH2:8][CH2:9][CH2:10][C:11]([OH:13])=[O:12])[CH2:2][CH2:3][CH3:4], predict the reactants needed to synthesize it. (3) Given the product [Si:14]([O:21][CH2:22][CH:23]([O:38][CH2:11][O:12][CH3:13])[CH2:24][N:25]1[C:30](=[O:31])[CH:29]=[N:28][C:27]2[CH:32]=[CH:33][C:34]([O:36][CH3:37])=[N:35][C:26]1=2)([C:17]([CH3:20])([CH3:19])[CH3:18])([CH3:15])[CH3:16], predict the reactants needed to synthesize it. The reactants are: C(N(CC)C(C)C)(C)C.Cl[CH2:11][O:12][CH3:13].[Si:14]([O:21][CH2:22][CH:23]([OH:38])[CH2:24][N:25]1[C:30](=[O:31])[CH:29]=[N:28][C:27]2[CH:32]=[CH:33][C:34]([O:36][CH3:37])=[N:35][C:26]1=2)([C:17]([CH3:20])([CH3:19])[CH3:18])([CH3:16])[CH3:15]. (4) Given the product [CH3:47][O:48][C:49](=[O:51])[CH2:50][C:12]([C:9]1([NH:8][C:6]([O:5][C:1]([CH3:2])([CH3:3])[CH3:4])=[O:7])[CH2:10][CH2:11]1)=[O:14], predict the reactants needed to synthesize it. The reactants are: [C:1]([O:5][C:6]([NH:8][C:9]1([C:12]([OH:14])=O)[CH2:11][CH2:10]1)=[O:7])([CH3:4])([CH3:3])[CH3:2].FC1C(O)=C(F)C(F)=C(F)C=1F.CCN=C=NCCCN(C)C.Cl.[Li+].CC([N-]C(C)C)C.[CH3:47][O:48][C:49](=[O:51])[CH3:50].